From a dataset of Catalyst prediction with 721,799 reactions and 888 catalyst types from USPTO. Predict which catalyst facilitates the given reaction. Product: [S:27](=[O:29])(=[O:28])([OH:31])[OH:30].[C:1]([O:4][C:5]1[S:13][C:12]2[CH2:11][CH2:10][N:9]([CH:14]([C:22]([CH:24]3[CH2:26][CH2:25]3)=[O:23])[C:15]3[CH:20]=[CH:19][CH:18]=[CH:17][C:16]=3[F:21])[CH2:8][C:7]=2[CH:6]=1)(=[O:3])[CH3:2]. Reactant: [C:1]([O:4][C:5]1[S:13][C:12]2[CH2:11][CH2:10][N:9]([CH:14]([C:22]([CH:24]3[CH2:26][CH2:25]3)=[O:23])[C:15]3[CH:20]=[CH:19][CH:18]=[CH:17][C:16]=3[F:21])[CH2:8][C:7]=2[CH:6]=1)(=[O:3])[CH3:2].[S:27](=[O:31])(=[O:30])([OH:29])[OH:28]. The catalyst class is: 21.